This data is from Catalyst prediction with 721,799 reactions and 888 catalyst types from USPTO. The task is: Predict which catalyst facilitates the given reaction. Reactant: [NH2:1][CH2:2][CH:3]([NH:7][C:8](=[O:17])[O:9][CH2:10][C:11]1[CH:16]=[CH:15][CH:14]=[CH:13][CH:12]=1)[CH:4]([CH3:6])[CH3:5].[OH-].[Na+].[C:20](O[C:20]([O:22][C:23]([CH3:26])([CH3:25])[CH3:24])=[O:21])([O:22][C:23]([CH3:26])([CH3:25])[CH3:24])=[O:21].C(OCC)(=O)C. Product: [CH2:10]([O:9][C:8]([NH:7][CH:3]([CH:4]([CH3:6])[CH3:5])[CH2:2][NH:1][C:20](=[O:21])[O:22][C:23]([CH3:26])([CH3:25])[CH3:24])=[O:17])[C:11]1[CH:16]=[CH:15][CH:14]=[CH:13][CH:12]=1. The catalyst class is: 1.